From a dataset of Full USPTO retrosynthesis dataset with 1.9M reactions from patents (1976-2016). Predict the reactants needed to synthesize the given product. Given the product [Br:1][C:2]1[C:3]([NH:10][C:11]2[CH:16]=[CH:15][CH:14]=[CH:13][CH:12]=2)=[N:4][C:5]([Cl:8])=[N:6][CH:7]=1, predict the reactants needed to synthesize it. The reactants are: [Br:1][C:2]1[C:3](Cl)=[N:4][C:5]([Cl:8])=[N:6][CH:7]=1.[NH2:10][C:11]1[CH:16]=[CH:15][CH:14]=[CH:13][CH:12]=1.